The task is: Binary Classification. Given a drug SMILES string, predict its activity (active/inactive) in a high-throughput screening assay against a specified biological target.. This data is from Cav3 T-type calcium channel HTS with 100,875 compounds. (1) The molecule is N(CCCC)(CCCC)Cc1ccc(N)cc1. The result is 0 (inactive). (2) The drug is O(C(=O)C1(N(CC2C1c1c(n(c(c1)C(=O)N(C)C)CC(O)CO)C2)C(=O)c1ccccc1)Cc1ccc(OC)cc1)C. The result is 0 (inactive). (3) The molecule is Fc1ccc(c2n(CC3OCCC3)c(CCC(O)=O)cc2)cc1. The result is 0 (inactive). (4) The drug is S(=O)(=O)(N1CCCCC1)c1cc2oc(=O)n(c2cc1)C(OCCCC)=O. The result is 1 (active). (5) The drug is S(=O)(=O)(N1CCCC1)c1ccc(OCC(=O)NCCC=2CCCCC2)cc1. The result is 0 (inactive). (6) The molecule is S=C(NC(=O)CCc1ccccc1)Nc1cc(ccc1)C. The result is 0 (inactive).